Dataset: Experimentally validated miRNA-target interactions with 360,000+ pairs, plus equal number of negative samples. Task: Binary Classification. Given a miRNA mature sequence and a target amino acid sequence, predict their likelihood of interaction. (1) The miRNA is hsa-miR-4721 with sequence UGAGGGCUCCAGGUGACGGUGG. The protein sequence of the target gene is MNGGNESSGADRAGGPVATSVPIGWQRCVREGAVLYISPSGTELSSLEQTRSYLLSDGTCKCGLECPLNVPKVFNFDPLAPVTPGGAGVGPASEEDMTKLCNHRRKAVAMATLYRSMETTCSHSSPGEGASPQMFHTVSPGPPSARPPCRVPPTTPLNGGPGSLPPEPPSVSQAFPTLAGPGGLFPPRLADPVPSGGSSSPRFLPRGNAPSPAPPPPPAISLNAPSYNWGAALRSSLVPSDLGSPPAPHASSSPPSDPPLFHCSDALTPPPLPPSNNLPAHPGPASQPPVSSATMHLPLV.... Result: 1 (interaction). (2) Result: 0 (no interaction). The miRNA is ath-miR396a-5p with sequence UUCCACAGCUUUCUUGAACUG. The protein sequence of the target gene is MDSGAGGRRCPEAALLILGPPRMEHLRHSPGPGGQRLLLPSMLLALLLLLAPSPGHATRVVYKVPEEQPPNTLIGSLAADYGFPDVGHLYKLEVGAPYLRVDGKTGDIFTTETSIDREGLRECQNQLPGDPCILEFEVSITDLVQNGSPRLLEGQIEVQDINDNTPNFASPVITLAIPENTNIGSLFPIPLASDRDAGPNGVASYELQAGPEAQELFGLQVAEDQEEKQPQLIVMGNLDRERWDSYDLTIKVQDGGSPPRASSALLRVTVLDTNDNAPKFERPSYEAELSENSPIGHSVI.... (3) The miRNA is hsa-miR-1291 with sequence UGGCCCUGACUGAAGACCAGCAGU. The protein sequence of the target gene is MRTLEDSSGTVLHRLIQEQLRYGNLTETRTLLAIQQQALRGGAGAGGTGSPQASLEIGAPEDSQVLQQATRQEPQGQEHQGGETHLAENRLYRLCPQPSKGEELPTYEEAKAHSQYYAAQQAGSRPHVGDRDPRGGVSGGGRRQDEALRELRHGHVRSLSERLLQLSLERNGARVPSHMSSSHSFPQLARSQQGPQPRGPPAEGPEPRGPPPQYPHAVMAQETAAVTDPRYRPRSSPHFQHAEVRILQAQVPPVFLQQQQYQYLPQPQEHSPPLHPAALGHGPPSSFGPPAVEGPPSAQA.... Result: 0 (no interaction). (4) The miRNA is hsa-miR-493-5p with sequence UUGUACAUGGUAGGCUUUCAUU. The protein sequence of the target gene is MDKVGKMWNNFKYRCQNLFGHEGGSRSENVDMNSNRCLSVKEKNISIGDSTPQQQSSPLRENIALQLGLSPSKNSSRRNQNCATEIPQIVEISIEKDNDSCVTPGTRLARRDSYSRHAPWGGKKKHSCSTKTQSSLDADKKFGRTRSGLQRRERRYGVSSVHDMDSVSSRTVGSRSLRQRLQDTVGLCFPMRTYSKQSKPLFSNKRKIHLSELMLEKCPFPAGSDLAQKWHLIKQHTAPVSPHSTFFDTFDPSLVSTEDEEDRLRERRRLSIEEGVDPPPNAQIHTFEATAQVNPLYKLG.... Result: 1 (interaction).